This data is from Full USPTO retrosynthesis dataset with 1.9M reactions from patents (1976-2016). The task is: Predict the reactants needed to synthesize the given product. (1) Given the product [Cl:48][C:49]1[CH:50]=[C:51]([CH:52]=[CH:53][CH:54]=1)[O:55][C:12]1[N:13]=[C:14]2[C:6]([C:4]([OH:5])=[O:29])=[CH:7][NH:8][C:9]2=[N:10][CH:11]=1, predict the reactants needed to synthesize it. The reactants are: C(N[C:4]([C:6]1[C:14]2[C:9](=[N:10][CH:11]=[C:12](Br)[N:13]=2)[N:8](COCC[Si](C)(C)C)[CH:7]=1)=[O:5])C.C(NC(C1C2C(=NC=C(Br)N=2)N(COCC[Si](C)(C)C)C=1)=[O:29])(C)C.[Cl:48][C:49]1[CH:50]=[C:51]([OH:55])[CH:52]=[CH:53][CH:54]=1.C(C1C=C(O)C=CC=1)#N. (2) Given the product [C:1]([O:18][CH:16]1[CH2:15][N:14]([CH2:13][CH:12]([NH:19][CH3:20])[C:11]([F:10])([F:21])[F:22])[CH2:17]1)(=[O:8])[C:2]1[CH:7]=[CH:6][CH:5]=[CH:4][CH:3]=1, predict the reactants needed to synthesize it. The reactants are: [C:1](F)(=[O:8])[C:2]1[CH:7]=[CH:6][CH:5]=[CH:4][CH:3]=1.[F:10][C:11]([F:22])([F:21])[CH:12]([NH:19][CH3:20])[CH2:13][N:14]1[CH2:17][CH:16]([OH:18])[CH2:15]1.C([O-])(O)=O.[Na+]. (3) Given the product [Br:35][CH2:24][CH2:23][CH2:22][CH2:25][CH2:26][O:1][C:2]1[CH:3]=[C:4]([CH:18]=[CH:19][CH:20]=1)[C:5](=[O:17])[CH:6]=[CH:7][C:8]1[CH:13]=[CH:12][C:11]2[O:14][CH2:15][O:16][C:10]=2[CH:9]=1, predict the reactants needed to synthesize it. The reactants are: [OH:1][C:2]1[CH:3]=[C:4]([CH:18]=[CH:19][CH:20]=1)[C:5](=[O:17])[CH:6]=[CH:7][C:8]1[CH:13]=[CH:12][C:11]2[O:14][CH2:15][O:16][C:10]=2[CH:9]=1.Br[C:22](Br)([CH2:25][CH3:26])[CH2:23][CH3:24].C(=O)([O-])[O-].[K+].[K+].[K+].[Br-:35]. (4) The reactants are: [Cl:1][C:2]1[CH:16]=[C:15]([Cl:17])[C:5]2[N:6]=[N:7][N:8]([CH2:11][C:12]([OH:14])=O)[C:9](=[O:10])[C:4]=2[CH:3]=1.[CH3:18][O:19][C:20]1[CH:25]=[CH:24][C:23]([C@@H:26]([NH2:28])[CH3:27])=[CH:22][CH:21]=1. Given the product [Cl:1][C:2]1[CH:16]=[C:15]([Cl:17])[C:5]2[N:6]=[N:7][N:8]([CH2:11][C:12]([NH:28][C@H:26]([C:23]3[CH:24]=[CH:25][C:20]([O:19][CH3:18])=[CH:21][CH:22]=3)[CH3:27])=[O:14])[C:9](=[O:10])[C:4]=2[CH:3]=1, predict the reactants needed to synthesize it. (5) Given the product [NH2:31][C@@H:35]1[CH2:39][CH2:38][N:37]([S:40]([C:43]2[C:44]([NH2:50])=[N:45][CH:46]=[C:47]([C:20]3[CH:21]=[CH:22][C:16]4[O:15][CH2:14][CH2:13][N:12]([C:5]5[C:4]6[CH2:3][C:2]([CH3:1])([CH3:26])[CH:11]=[CH:10][C:9]=6[N:8]=[CH:7][N:6]=5)[CH2:18][C:17]=4[CH:19]=3)[CH:48]=2)(=[O:41])=[O:42])[CH2:36]1, predict the reactants needed to synthesize it. The reactants are: [CH3:1][C:2]1([CH3:26])[CH:11]=[CH:10][C:9]2[N:8]=[CH:7][N:6]=[C:5]([N:12]3[CH2:18][C:17]4[CH:19]=[C:20](B(O)O)[CH:21]=[CH:22][C:16]=4[O:15][CH2:14][CH2:13]3)[C:4]=2[CH2:3]1.CC([N:31]([C@@H:35]1[CH2:39][CH2:38][N:37]([S:40]([C:43]2[C:44]([NH2:50])=[N:45][CH:46]=[C:47](Br)[CH:48]=2)(=[O:42])=[O:41])[CH2:36]1)C(=O)[O-])(C)C. (6) Given the product [F:1][C:2]1[CH:7]=[CH:6][CH:5]=[CH:4][C:3]=1[C:8]1[C:12]([C:13]2[N:14]=[CH:15][N:16]([C:20]3[CH:25]=[CH:24][C:23]([O:26][CH3:27])=[CH:22][CH:21]=3)[CH:17]=2)=[C:11]([CH3:18])[O:10][N:9]=1, predict the reactants needed to synthesize it. The reactants are: [F:1][C:2]1[CH:7]=[CH:6][CH:5]=[CH:4][C:3]=1[C:8]1[C:12]([C:13]2[N:14]=[CH:15][NH:16][CH:17]=2)=[C:11]([CH3:18])[O:10][N:9]=1.I[C:20]1[CH:25]=[CH:24][C:23]([O:26][CH3:27])=[CH:22][CH:21]=1.N1CCC[C@H]1C(O)=O.C(=O)([O-])[O-].[K+].[K+]. (7) The reactants are: [I:1][C:2]1[CH:3]=[CH:4][C:5]([NH:8][C:9](=O)[C:10]([CH3:13])([CH3:12])[CH3:11])=[N:6][CH:7]=1.COC1C=CC(P2(SP(C3C=CC(OC)=CC=3)(=S)S2)=[S:24])=CC=1. Given the product [I:1][C:2]1[CH:3]=[CH:4][C:5]([NH:8][C:9](=[S:24])[C:10]([CH3:13])([CH3:12])[CH3:11])=[N:6][CH:7]=1, predict the reactants needed to synthesize it. (8) Given the product [Cl:1][C:2]1[N:7]=[CH:6][C:5]([C:8]([N:10]([C:11]2[CH:16]=[CH:15][C:14]([O:17][CH2:18][CH3:19])=[CH:13][C:12]=2[N+:20]([O-:22])=[O:21])[CH3:23])=[O:9])=[CH:4][CH:3]=1, predict the reactants needed to synthesize it. The reactants are: [Cl:1][C:2]1[N:7]=[CH:6][C:5]([C:8]([NH:10][C:11]2[CH:16]=[CH:15][C:14]([O:17][CH2:18][CH3:19])=[CH:13][C:12]=2[N+:20]([O-:22])=[O:21])=[O:9])=[CH:4][CH:3]=1.[CH3:23][O-].[Na+].IC. (9) Given the product [Cl:66][C:67]1[CH:72]=[CH:71][C:70]([C:73]2[C:77]([C:78]3[CH:79]=[CH:16][C:15]4[C:10](=[CH:11][CH:12]=[C:13]([C:18]5[N:22]([CH:23]6[CH2:24][CH2:25][CH2:26][CH2:27][CH2:28]6)[C:21]6[CH:29]=[CH:30][C:31]([C:33]([OH:35])=[O:34])=[CH:32][C:20]=6[N:19]=5)[CH:14]=4)[N:9]=3)=[C:76]([CH3:81])[O:75][N:74]=2)=[CH:69][CH:68]=1, predict the reactants needed to synthesize it. The reactants are: BrC1C=CC(O)=C(C2C=[CH:16][C:15]3[C:10](=[CH:11][CH:12]=[C:13]([C:18]4[N:22]([CH:23]5[CH2:28][CH2:27][CH2:26][CH2:25][CH2:24]5)[C:21]5[CH:29]=[CH:30][C:31]([C:33]([OH:35])=[O:34])=[CH:32][C:20]=5[N:19]=4)[CH:14]=3)[N:9]=2)C=1.C(OC(C1C=CC2N(C3CCCCC3)C(C3C=CC(N)=C(C=O)C=3)=NC=2C=1)=O)C.[Cl:66][C:67]1[CH:72]=[CH:71][C:70]([C:73]2[C:77]([C:78](=O)[CH3:79])=[C:76]([CH3:81])[O:75][N:74]=2)=[CH:69][CH:68]=1.[OH-].[K+]. (10) Given the product [C:29]([O:28][C:26]([NH:25][C:22]([CH3:24])([CH3:23])[CH2:21][CH2:20][NH:4][C:5]1[C:14]([N+:15]([O-:17])=[O:16])=[CH:13][C:8]([C:9]([O:11][CH3:12])=[O:10])=[C:7]([O:18][CH3:19])[CH:6]=1)=[O:27])([CH3:31])([CH3:32])[CH3:30], predict the reactants needed to synthesize it. The reactants are: C([N:4]([CH2:20][CH2:21][C:22]([NH:25][C:26]([O:28][C:29]([CH3:32])([CH3:31])[CH3:30])=[O:27])([CH3:24])[CH3:23])[C:5]1[C:14]([N+:15]([O-:17])=[O:16])=[CH:13][C:8]([C:9]([O:11][CH3:12])=[O:10])=[C:7]([O:18][CH3:19])[CH:6]=1)(=O)C.C[O-].[Na+].Cl.